This data is from Full USPTO retrosynthesis dataset with 1.9M reactions from patents (1976-2016). The task is: Predict the reactants needed to synthesize the given product. Given the product [NH2:1][C:2]1[N:10]=[C:9]2[C:5]([N:6]=[CH:7][N:8]2[CH2:18][C:19]2[CH:24]=[CH:23][CH:22]=[CH:21][CH:20]=2)=[C:4]([Cl:11])[N:3]=1, predict the reactants needed to synthesize it. The reactants are: [NH2:1][C:2]1[N:10]=[C:9]2[C:5]([NH:6][CH:7]=[N:8]2)=[C:4]([Cl:11])[N:3]=1.C(=O)([O-])[O-].[K+].[K+].[CH2:18](Br)[C:19]1[CH:24]=[CH:23][CH:22]=[CH:21][CH:20]=1.